The task is: Predict which catalyst facilitates the given reaction.. This data is from Catalyst prediction with 721,799 reactions and 888 catalyst types from USPTO. (1) Reactant: [Br:1][C:2]1[CH:3]=[C:4]([NH2:18])[C:5]([N:9]([CH2:14][CH:15]([CH3:17])[CH3:16])[CH2:10][CH:11]([CH3:13])[CH3:12])=[C:6]([F:8])[CH:7]=1.[N:19]([C:22]1[CH:27]=[CH:26][C:25]([CH3:28])=[CH:24][CH:23]=1)=[C:20]=[O:21].CN(C)CCN. Product: [Br:1][C:2]1[CH:7]=[C:6]([F:8])[C:5]([N:9]([CH2:14][CH:15]([CH3:17])[CH3:16])[CH2:10][CH:11]([CH3:13])[CH3:12])=[C:4]([NH:18][C:20]([NH:19][C:22]2[CH:27]=[CH:26][C:25]([CH3:28])=[CH:24][CH:23]=2)=[O:21])[CH:3]=1. The catalyst class is: 1. (2) Reactant: [Cl:1][C:2]1[CH:3]=[C:4]([N:8]([C:14]2[C:19]([C:20]([F:23])([F:22])[F:21])=[CH:18][C:17]([NH2:24])=[CH:16][C:15]=2[NH2:25])[C:9](=O)[O:10]CC)[CH:5]=[CH:6][CH:7]=1.[H-].[Na+].C(=O)(O)[O-].[Na+]. Product: [NH2:24][C:17]1[CH:18]=[C:19]([C:20]([F:21])([F:22])[F:23])[C:14]2[N:8]([C:4]3[CH:5]=[CH:6][CH:7]=[C:2]([Cl:1])[CH:3]=3)[C:9](=[O:10])[NH:25][C:15]=2[CH:16]=1. The catalyst class is: 8. (3) Reactant: C(N(CC)CC)C.CCCP(=O)=O.[CH3:14][O:15][CH2:16][CH2:17][O:18][CH2:19][C:20]1[CH:25]=[CH:24][C:23]([C@@H:26]2[C@@H:31]([O:32][CH2:33][C:34]3[CH:35]=[CH:36][C:37]4[O:42][CH2:41][CH2:40][N:39]([CH2:43][CH2:44][CH2:45][O:46][CH3:47])[C:38]=4[CH:48]=3)[CH2:30][N:29]([S:49]([C:52]3[CH:57]=[CH:56][C:55]([CH3:58])=[CH:54][CH:53]=3)(=[O:51])=[O:50])[CH2:28][C@H:27]2[CH2:59][NH2:60])=[CH:22][CH:21]=1.[C:61](O)(=[O:63])[CH3:62]. Product: [CH3:14][O:15][CH2:16][CH2:17][O:18][CH2:19][C:20]1[CH:25]=[CH:24][C:23]([C@@H:26]2[C@@H:31]([O:32][CH2:33][C:34]3[CH:35]=[CH:36][C:37]4[O:42][CH2:41][CH2:40][N:39]([CH2:43][CH2:44][CH2:45][O:46][CH3:47])[C:38]=4[CH:48]=3)[CH2:30][N:29]([S:49]([C:52]3[CH:57]=[CH:56][C:55]([CH3:58])=[CH:54][CH:53]=3)(=[O:50])=[O:51])[CH2:28][C@H:27]2[CH2:59][NH:60][C:61](=[O:63])[CH3:62])=[CH:22][CH:21]=1. The catalyst class is: 4.